From a dataset of Catalyst prediction with 721,799 reactions and 888 catalyst types from USPTO. Predict which catalyst facilitates the given reaction. (1) Reactant: [NH:1]1[CH2:6][CH2:5][CH:4]([N:7]2[C:11]3[CH:12]=[CH:13][C:14]([NH2:16])=[CH:15][C:10]=3[N:9]=[CH:8]2)[CH2:3][CH2:2]1.Br[CH2:18][C:19]1[CH:24]=[CH:23][C:22]([C:25]([OH:34])([C:30]([F:33])([F:32])[F:31])[C:26]([F:29])([F:28])[F:27])=[CH:21][CH:20]=1.C(=O)([O-])[O-].[K+].[K+]. Product: [NH2:16][C:14]1[CH:13]=[CH:12][C:11]2[N:7]([CH:4]3[CH2:3][CH2:2][N:1]([CH2:18][C:19]4[CH:20]=[CH:21][C:22]([C:25]([OH:34])([C:26]([F:27])([F:28])[F:29])[C:30]([F:31])([F:32])[F:33])=[CH:23][CH:24]=4)[CH2:6][CH2:5]3)[CH:8]=[N:9][C:10]=2[CH:15]=1. The catalyst class is: 10. (2) Reactant: C1N2CCN(CC2)C1.[Br:9][C:10]1[CH:17]=[CH:16][C:15]([F:18])=[CH:14][C:11]=1[CH:12]=[O:13].CN(C=O)C.[C:24]([O:28][C:29]([CH3:32])([CH3:31])[CH3:30])(=[O:27])[CH:25]=[CH2:26]. Product: [Br:9][C:10]1[CH:17]=[CH:16][C:15]([F:18])=[CH:14][C:11]=1[CH:12]([OH:13])[C:25](=[CH2:26])[C:24]([O:28][C:29]([CH3:32])([CH3:31])[CH3:30])=[O:27]. The catalyst class is: 6. (3) Reactant: Br[C:2]1[N:3]=[C:4]2[C:10]([C:11](=[O:16])[C:12]([CH3:15])([CH3:14])[CH3:13])=[CH:9][N:8]([CH2:17][O:18][CH2:19][CH2:20][Si:21]([CH3:24])([CH3:23])[CH3:22])[C:5]2=[N:6][CH:7]=1.[CH3:25][O:26][CH2:27][O:28][C:29]1[CH:30]=[C:31]([N:44]2[CH2:48][CH2:47][CH2:46][CH2:45]2)[CH:32]=[C:33](B2OC(C)(C)C(C)(C)O2)[CH:34]=1.C([O-])([O-])=O.[K+].[K+].O1CCOCC1. Product: [CH3:25][O:26][CH2:27][O:28][C:29]1[CH:34]=[C:33]([C:2]2[N:3]=[C:4]3[C:10]([C:11](=[O:16])[C:12]([CH3:15])([CH3:14])[CH3:13])=[CH:9][N:8]([CH2:17][O:18][CH2:19][CH2:20][Si:21]([CH3:24])([CH3:23])[CH3:22])[C:5]3=[N:6][CH:7]=2)[CH:32]=[C:31]([N:44]2[CH2:48][CH2:47][CH2:46][CH2:45]2)[CH:30]=1. The catalyst class is: 6. (4) Reactant: [CH3:1]/[C:2](/[C:5]([CH3:7])=[O:6])=[N:3]\[OH:4].[CH3:8][CH:9]([C:11]1[CH:18]=[CH:17][C:14]([CH:15]=O)=[CH:13][CH:12]=1)[CH3:10].Cl. Product: [CH3:1][C:2]1[N+:3]([O-:4])=[C:15]([C:14]2[CH:17]=[CH:18][C:11]([CH:9]([CH3:10])[CH3:8])=[CH:12][CH:13]=2)[O:6][C:5]=1[CH3:7]. The catalyst class is: 15. (5) Reactant: Br[C:2]1[N:3]=[C:4]([C:20]2[CH:25]=[CH:24][N:23]=[C:22]([NH:26][C:27](=[O:29])[CH3:28])[CH:21]=2)[S:5][C:6]=1[C:7]1[N:8]([CH2:12][O:13][CH2:14][CH2:15][Si:16]([CH3:19])([CH3:18])[CH3:17])[CH:9]=[CH:10][N:11]=1.[CH3:30][N:31]1[CH:35]=[C:34](B2OC(C)(C)C(C)(C)O2)[C:33]([C:45]([F:48])([F:47])[F:46])=[N:32]1.C(=O)([O-])[O-].[Na+].[Na+].O. Product: [CH3:30][N:31]1[CH:35]=[C:34]([C:2]2[N:3]=[C:4]([C:20]3[CH:25]=[CH:24][N:23]=[C:22]([NH:26][C:27](=[O:29])[CH3:28])[CH:21]=3)[S:5][C:6]=2[C:7]2[N:8]([CH2:12][O:13][CH2:14][CH2:15][Si:16]([CH3:19])([CH3:18])[CH3:17])[CH:9]=[CH:10][N:11]=2)[C:33]([C:45]([F:48])([F:47])[F:46])=[N:32]1. The catalyst class is: 438.